Dataset: Experimentally validated miRNA-target interactions with 360,000+ pairs, plus equal number of negative samples. Task: Binary Classification. Given a miRNA mature sequence and a target amino acid sequence, predict their likelihood of interaction. (1) The miRNA is hsa-miR-4253 with sequence AGGGCAUGUCCAGGGGGU. The protein sequence of the target gene is MCRTLAAFPTTCLERAKEFKTRLGIFLHKSELGCDTGSTGKFEWGSKHSKENRNFSEDVLGWRESFDLLLSSKNGVAAFHAFLKTEFSEENLEFWLACEEFKKIRSATKLASRAHQIFEEFICSEAPKEVNIDHETHELTRMNLQTATATCFDAAQGKTRTLMEKDSYPRFLKSPAYRDLAAQASAASATLSSCSLDEPSHT. Result: 0 (no interaction). (2) The miRNA is mmu-miR-465a-3p with sequence GAUCAGGGCCUUUCUAAGUAGA. The protein sequence of the target gene is MMASYPEPEDTAGTLLAPESGRAVKEAEASPPSPGKGGGTTPEKPDPAQKPPYSYVALIAMAIRESAEKRLTLSGIYQYIIAKFPFYEKNKKGWQNSIRHNLSLNECFIKVPREGGGERKGNYWTLDPACEDMFEKGNYRRRRRMKRPFRPPPAHFQPGKGLFGSGGAAGGCGVPGAGADGYGYLAPPKYLQSGFLNNSWPLPQPPSPMPYASCQMAAAAAAAAAAAAAAGPGSPGAAAVVKGLAGPAASYGPYSRVQSMALPPGVVNSYNGLGGPPAAPPPPPPPPHPHPHPHAHHLHA.... Result: 1 (interaction). (3) The miRNA is hsa-miR-411-3p with sequence UAUGUAACACGGUCCACUAACC. The protein sequence of the target gene is MKGFIDDANYSVGLLDEGTNLGNVIDNYVYEHTLTGKNAFFVGDLGKIVKKHSQWQNVVAQIKPFYTVKCNSAPAVLEILAALGTGFACSSKNEMALVQELGVPPENIIYISPCKQVSQIKYAAKVGVNILTCDNEIELKKIARNHPNAKVLLHIATEDNIGGEEGNMKFGTTLKNCRHLLECAKELDVQIIGVKFHVSSACKESQVYVHALSDARCVFDMAGEIGFTMNMLDIGGGFTGTEFQLEEVNHVISPLLDIYFPEGSGVKIISEPGSYYVSSAFTLAVNIIAKKVVENDKFPS.... Result: 1 (interaction). (4) The miRNA is mmu-miR-297a-5p with sequence AUGUAUGUGUGCAUGUGCAUGU. The protein sequence of the target gene is MTEEEDYMSDSFINVQEDVRPGVPMLRQIREARRKEEKQQQANLRNRQKSVKEEERERRDIGLKNALGCENKGFALLQKMGYKSGQALGKSGDGIVEPIPLNVKTGKSGIGHESSLKRKAEERLENYRRKIHMKNQNEAKAAEEFRMRLKSKQDEMRLEGDLRRSQRACQQLDAQKNIQVPREAWYWLRPEEETEEEEEEEEKEEQDEDECPSEDLSVLEKLQILTGYLREEHLYCIWCGTAYEDKEDLSSNCPGPTSADHD. Result: 1 (interaction).